Dataset: NCI-60 drug combinations with 297,098 pairs across 59 cell lines. Task: Regression. Given two drug SMILES strings and cell line genomic features, predict the synergy score measuring deviation from expected non-interaction effect. (1) Drug 1: C1=CC(=CC=C1C#N)C(C2=CC=C(C=C2)C#N)N3C=NC=N3. Drug 2: CCN(CC)CCNC(=O)C1=C(NC(=C1C)C=C2C3=C(C=CC(=C3)F)NC2=O)C. Cell line: DU-145. Synergy scores: CSS=-6.10, Synergy_ZIP=2.74, Synergy_Bliss=-0.622, Synergy_Loewe=-5.77, Synergy_HSA=-5.27. (2) Drug 1: C1=CC(=CC=C1CCC2=CNC3=C2C(=O)NC(=N3)N)C(=O)NC(CCC(=O)O)C(=O)O. Drug 2: CC1C(C(CC(O1)OC2CC(CC3=C2C(=C4C(=C3O)C(=O)C5=CC=CC=C5C4=O)O)(C(=O)C)O)N)O. Cell line: HOP-62. Synergy scores: CSS=45.3, Synergy_ZIP=-1.42, Synergy_Bliss=-4.93, Synergy_Loewe=-15.3, Synergy_HSA=1.55. (3) Drug 1: C1=CN(C=N1)CC(O)(P(=O)(O)O)P(=O)(O)O. Drug 2: CC12CCC3C(C1CCC2OP(=O)(O)O)CCC4=C3C=CC(=C4)OC(=O)N(CCCl)CCCl.[Na+]. Cell line: UACC-257. Synergy scores: CSS=17.2, Synergy_ZIP=-1.60, Synergy_Bliss=0.355, Synergy_Loewe=-2.41, Synergy_HSA=-1.69. (4) Drug 1: C1=C(C(=O)NC(=O)N1)N(CCCl)CCCl. Drug 2: C1CC(C1)(C(=O)O)C(=O)O.[NH2-].[NH2-].[Pt+2]. Cell line: UACC62. Synergy scores: CSS=49.8, Synergy_ZIP=-10.9, Synergy_Bliss=-2.45, Synergy_Loewe=-0.305, Synergy_HSA=2.19.